Dataset: Acute oral toxicity (LD50) regression data from Zhu et al.. Task: Regression/Classification. Given a drug SMILES string, predict its toxicity properties. Task type varies by dataset: regression for continuous values (e.g., LD50, hERG inhibition percentage) or binary classification for toxic/non-toxic outcomes (e.g., AMES mutagenicity, cardiotoxicity, hepatotoxicity). Dataset: ld50_zhu. (1) The drug is CCC1(C)OCCO1. The rat oral LD50 is 1.61, given as -log10 of the dose in mol/kg body weight (higher means more acutely toxic). (2) The compound is O=C1OCCC1N(C(=O)C1CC1)c1cccc(Cl)c1. The rat oral LD50 is 3.21, given as -log10 of the dose in mol/kg body weight (higher means more acutely toxic). (3) The compound is COC(=O)c1ccccc1C(=O)OC. The rat oral LD50 is 1.46, given as -log10 of the dose in mol/kg body weight (higher means more acutely toxic). (4) The drug is O=[N+]([O-])c1ccc(Sc2ccc([N+](=O)[O-])cc2)cc1. The rat oral LD50 is 2.27, given as -log10 of the dose in mol/kg body weight (higher means more acutely toxic). (5) The rat oral LD50 is 1.99, given as -log10 of the dose in mol/kg body weight (higher means more acutely toxic). The compound is CCOC(=O)C=CC(=O)OCC. (6) The compound is Cc1ncc(CO)c(C(=O)O)c1O. The rat oral LD50 is 1.39, given as -log10 of the dose in mol/kg body weight (higher means more acutely toxic).